Dataset: Forward reaction prediction with 1.9M reactions from USPTO patents (1976-2016). Task: Predict the product of the given reaction. (1) Given the reactants CC(C1C=C(C(C)C)C(C2C=CC=CC=2P(C2CCCCC2)C2CCCCC2)=C(C(C)C)C=1)C.[NH2:35][C:36]1[CH:37]=[C:38]([CH:51]=[CH:52][C:53]=1[N:54]1[CH2:59][CH2:58][N:57]([C:60]2[CH:65]=[CH:64][CH:63]=[CH:62][C:61]=2[CH3:66])[CH2:56][CH2:55]1)[C:39]([NH:41][CH2:42][CH2:43][CH2:44][N:45]1[CH2:49][CH2:48][CH2:47][C:46]1=[O:50])=[O:40].Br[C:68]1[N:73]=[CH:72][CH:71]=[CH:70][N:69]=1, predict the reaction product. The product is: [O:50]=[C:46]1[CH2:47][CH2:48][CH2:49][N:45]1[CH2:44][CH2:43][CH2:42][NH:41][C:39](=[O:40])[C:38]1[CH:51]=[CH:52][C:53]([N:54]2[CH2:59][CH2:58][N:57]([C:60]3[CH:65]=[CH:64][CH:63]=[CH:62][C:61]=3[CH3:66])[CH2:56][CH2:55]2)=[C:36]([NH:35][C:68]2[N:73]=[CH:72][CH:71]=[CH:70][N:69]=2)[CH:37]=1. (2) Given the reactants [NH:1]1[C:5]2[CH:6]=[CH:7][CH:8]=[CH:9][C:4]=2[N:3]=[N:2]1.[H-].[Na+].[CH3:12][O:13][C:14]1[CH:23]=[CH:22][C:17]([C:18](=[O:21])[CH2:19]Br)=[CH:16][CH:15]=1, predict the reaction product. The product is: [N:1]1([CH2:19][C:18]([C:17]2[CH:22]=[CH:23][C:14]([O:13][CH3:12])=[CH:15][CH:16]=2)=[O:21])[C:5]2[CH:6]=[CH:7][CH:8]=[CH:9][C:4]=2[N:3]=[N:2]1. (3) Given the reactants [C:1](Cl)(=[O:6])[CH2:2][CH2:3][CH2:4][CH3:5].[K].[OH:9][C:10]1[CH:15]=[CH:14][C:13]([N+:16]([O-:18])=[O:17])=[CH:12][C:11]=1[CH2:19][C:20]([C:22]1[CH:27]=[CH:26][C:25]([O:28][CH3:29])=[CH:24][CH:23]=1)=[O:21], predict the reaction product. The product is: [C:1]([O:9][C:10]1[CH:15]=[CH:14][C:13]([N+:16]([O-:18])=[O:17])=[CH:12][C:11]=1[CH2:19][C:20]([C:22]1[CH:27]=[CH:26][C:25]([O:28][CH3:29])=[CH:24][CH:23]=1)=[O:21])(=[O:6])[CH2:2][CH2:3][CH2:4][CH3:5]. (4) Given the reactants [CH2:1]=[O:2].[CH:3]1[C:8]([CH2:9][C:10]([OH:12])=[O:11])=[CH:7][CH:6]=[C:5]([N:13]([CH2:17][CH2:18][Cl:19])[CH2:14][CH2:15][Cl:16])[CH:4]=1, predict the reaction product. The product is: [CH:3]1[C:8]([CH2:9][C:10]([OH:12])=[O:11])=[CH:7][CH:6]=[C:5]([N:13]([CH2:14][CH2:15][Cl:16])[CH2:17][CH2:18][Cl:19])[CH:4]=1.[CH2:1]=[O:2]. (5) Given the reactants [CH3:1][NH:2][C:3]1[C:8]([C:9]([O:11]CC)=[O:10])=[CH:7][N:6]=[C:5]([S:14][CH2:15][CH2:16][CH3:17])[N:4]=1.C(SC1N=C(SCCC)C(C(O)=O)=CN=1)CC, predict the reaction product. The product is: [CH3:1][NH:2][C:3]1[C:8]([C:9]([OH:11])=[O:10])=[CH:7][N:6]=[C:5]([S:14][CH2:15][CH2:16][CH3:17])[N:4]=1. (6) Given the reactants [OH-].[Na+].[F:3][C:4]1[CH:9]=[CH:8][CH:7]=[CH:6][C:5]=1[N:10]1[C:14]([O:15][CH3:16])=[CH:13][C:12]([C:17]([NH:19][C@H:20]([C:27]2[CH:32]=[CH:31][CH:30]=[CH:29][C:28]=2[CH3:33])[CH2:21][C:22]([O:24]CC)=[O:23])=[O:18])=[N:11]1, predict the reaction product. The product is: [F:3][C:4]1[CH:9]=[CH:8][CH:7]=[CH:6][C:5]=1[N:10]1[C:14]([O:15][CH3:16])=[CH:13][C:12]([C:17]([NH:19][C@H:20]([C:27]2[CH:32]=[CH:31][CH:30]=[CH:29][C:28]=2[CH3:33])[CH2:21][C:22]([OH:24])=[O:23])=[O:18])=[N:11]1. (7) Given the reactants Br[C:2]1[C:9]([C:10]#[N:11])=[C:8]([O:12][CH:13]([CH3:15])[CH3:14])[C:7]([O:16][CH:17]([CH3:19])[CH3:18])=[CH:6][C:3]=1[C:4]#[N:5].[SH:20][C:21]1[CH:26]=[CH:25][C:24]([CH2:27][CH2:28][C:29]([OH:31])=[O:30])=[CH:23][CH:22]=1, predict the reaction product. The product is: [C:10]([C:9]1[C:8]([O:12][CH:13]([CH3:15])[CH3:14])=[C:7]([O:16][CH:17]([CH3:19])[CH3:18])[CH:6]=[C:3]([C:4]#[N:5])[C:2]=1[S:20][C:21]1[CH:22]=[CH:23][C:24]([CH2:27][CH2:28][C:29]([OH:31])=[O:30])=[CH:25][CH:26]=1)#[N:11]. (8) Given the reactants [CH:1]1([CH2:4][N:5]([CH3:14])[S:6]([N:9]2[CH:13]=[CH:12][N:11]=[CH:10]2)(=[O:8])=[O:7])[CH2:3][CH2:2]1.[O:15](C)[S:16]([C:19]([F:22])([F:21])[F:20])(=[O:18])=[O:17], predict the reaction product. The product is: [F:20][C:19]([F:22])([F:21])[S:16]([O-:18])(=[O:17])=[O:15].[CH:1]1([CH2:4][N:5]([CH3:14])[S:6]([N:9]2[CH:13]=[CH:12][N+:11]([CH3:19])=[CH:10]2)(=[O:8])=[O:7])[CH2:2][CH2:3]1.